This data is from Full USPTO retrosynthesis dataset with 1.9M reactions from patents (1976-2016). The task is: Predict the reactants needed to synthesize the given product. (1) Given the product [ClH:17].[NH:2]=[C:1]([N:12]1[CH2:16][CH2:15][CH2:14][CH2:13]1)[C:3]1[CH:11]=[CH:10][C:6]([C:7]([OH:9])=[O:8])=[CH:5][CH:4]=1, predict the reactants needed to synthesize it. The reactants are: [C:1]([C:3]1[CH:11]=[CH:10][C:6]([C:7]([OH:9])=[O:8])=[CH:5][CH:4]=1)#[N:2].[NH:12]1[CH2:16][CH2:15][CH2:14][CH2:13]1.[ClH:17].O1CCOCC1. (2) Given the product [Cl:18][C:3]1[C:2]([B:19]2[O:23][C:22]([CH3:25])([CH3:24])[C:21]([CH3:27])([CH3:26])[O:20]2)=[CH:10][CH:9]=[C:8]2[C:4]=1[CH2:5][CH2:6][N:7]2[C:11]([O:13][C:14]([CH3:17])([CH3:16])[CH3:15])=[O:12], predict the reactants needed to synthesize it. The reactants are: Br[C:2]1[C:3]([Cl:18])=[C:4]2[C:8](=[CH:9][CH:10]=1)[N:7]([C:11]([O:13][C:14]([CH3:17])([CH3:16])[CH3:15])=[O:12])[CH2:6][CH2:5]2.[B:19]1([B:19]2[O:23][C:22]([CH3:25])([CH3:24])[C:21]([CH3:27])([CH3:26])[O:20]2)[O:23][C:22]([CH3:25])([CH3:24])[C:21]([CH3:27])([CH3:26])[O:20]1.C([O-])(=O)C.[K+].[Na+].[Cl-]. (3) Given the product [F:1][C:2]1[CH:7]=[CH:6][C:5]([C:8]2[S:12][C:11](/[CH:13]=[CH:14]/[C:15]([O:17][CH3:18])=[O:16])=[C:10]([C:19]3[N:20]([CH3:26])[N:21]=[N:22][N:23]=3)[CH:9]=2)=[CH:4][CH:3]=1.[F:1][C:2]1[CH:3]=[CH:4][C:5]([C:8]2[S:12][C:11](/[CH:13]=[CH:14]/[C:15]([O:17][CH3:18])=[O:16])=[C:10]([C:19]3[N:20]=[N:21][N:22]([CH3:24])[N:23]=3)[CH:9]=2)=[CH:6][CH:7]=1, predict the reactants needed to synthesize it. The reactants are: [F:1][C:2]1[CH:7]=[CH:6][C:5]([C:8]2[S:12][C:11](/[CH:13]=[CH:14]/[C:15]([O:17][CH3:18])=[O:16])=[C:10]([C:19]3[N:20]=[N:21][N:22]([CH3:24])[N:23]=3)[CH:9]=2)=[CH:4][CH:3]=1.F[C:26]1C=CC(C2SC(/C=C/C(O)=O)=C(C3NN=NN=3)C=2)=CC=1.C(=O)([O-])[O-].[K+].[K+].CI. (4) Given the product [C:26]([O:30][N:31]=[CH:12][CH2:11][O:10][CH2:9][CH2:8][CH2:7][CH2:6][CH2:5][O:4][C:3]1[C:14]([Cl:24])=[CH:15][C:16]([O:18][CH2:19][CH:20]=[C:21]([Cl:22])[Cl:23])=[CH:17][C:2]=1[Cl:1])([CH3:29])([CH3:28])[CH3:27], predict the reactants needed to synthesize it. The reactants are: [Cl:1][C:2]1[CH:17]=[C:16]([O:18][CH2:19][CH:20]=[C:21]([Cl:23])[Cl:22])[CH:15]=[C:14]([Cl:24])[C:3]=1[O:4][CH2:5][CH2:6][CH2:7][CH2:8][CH2:9][O:10][CH2:11][CH:12]=O.Cl.[C:26]([O:30][NH2:31])([CH3:29])([CH3:28])[CH3:27].Cl. (5) Given the product [C:50]([O:49][C:47](=[O:48])[N:54]([CH2:55][CH2:56][NH:57][CH2:58][C:41]1[CH:40]=[CH:39][C:38]([C:34]2[CH:35]=[CH:36][CH:37]=[C:32]([N:22]3[C:23]4[N:30]=[CH:29][C:28]([F:31])=[CH:27][C:24]=4[C:25](=[O:26])[N:20]([C@H:17]4[CH2:16][CH2:15][C@@H:14]([NH:13][C:11]([C:9]5[N:10]=[C:5]6[CH:4]=[CH:3][C:2]([F:1])=[CH:7][N:6]6[CH:8]=5)=[O:12])[CH2:19][CH2:18]4)[C:21]3=[O:46])[CH:33]=2)=[CH:43][CH:42]=1)[CH3:59])([CH3:51])([CH3:52])[CH3:53], predict the reactants needed to synthesize it. The reactants are: [F:1][C:2]1[CH:3]=[CH:4][C:5]2[N:6]([CH:8]=[C:9]([C:11]([NH:13][C@H:14]3[CH2:19][CH2:18][C@@H:17]([N:20]4[C:25](=[O:26])[C:24]5[CH:27]=[C:28]([F:31])[CH:29]=[N:30][C:23]=5[N:22]([C:32]5[CH:33]=[C:34]([C:38]6[CH:43]=[CH:42][C:41](C=O)=[CH:40][CH:39]=6)[CH:35]=[CH:36][CH:37]=5)[C:21]4=[O:46])[CH2:16][CH2:15]3)=[O:12])[N:10]=2)[CH:7]=1.[C:47]([NH:54][CH2:55][CH2:56][NH:57][CH3:58])([O:49][C:50]([CH3:53])([CH3:52])[CH3:51])=[O:48].[C:59](O[BH-](OC(=O)C)OC(=O)C)(=O)C.[Na+].